This data is from Reaction yield outcomes from USPTO patents with 853,638 reactions. The task is: Predict the reaction yield, written as a fraction of the theoretical maximum amount of product (1.0 means a 100% yield; for example, 0.34 means a 34% yield). The reactants are [Cl:1][C:2]1[CH:28]=[CH:27][CH:26]=[C:25]([Cl:29])[C:3]=1[C:4]([C:6]1[N:10]2[CH:11]=[CH:12][CH:13]=[N:14][C:9]2=[C:8]([C:15]2[CH:24]=[CH:23][C:18]([C:19]([O:21]C)=[O:20])=[CH:17][CH:16]=2)[N:7]=1)=[O:5].[Li+].[OH-]. The catalyst is C1COCC1.O. The product is [Cl:29][C:25]1[CH:26]=[CH:27][CH:28]=[C:2]([Cl:1])[C:3]=1[C:4]([C:6]1[N:10]2[CH:11]=[CH:12][CH:13]=[N:14][C:9]2=[C:8]([C:15]2[CH:24]=[CH:23][C:18]([C:19]([OH:21])=[O:20])=[CH:17][CH:16]=2)[N:7]=1)=[O:5]. The yield is 0.870.